This data is from Peptide-MHC class I binding affinity with 185,985 pairs from IEDB/IMGT. The task is: Regression. Given a peptide amino acid sequence and an MHC pseudo amino acid sequence, predict their binding affinity value. This is MHC class I binding data. (1) The peptide sequence is YQAFRTKVH. The MHC is HLA-A26:02 with pseudo-sequence HLA-A26:02. The binding affinity (normalized) is 0.0847. (2) The peptide sequence is VDLTCRLEKPA. The MHC is H-2-Kd with pseudo-sequence H-2-Kd. The binding affinity (normalized) is 0.0277. (3) The binding affinity (normalized) is 0.576. The MHC is HLA-A29:02 with pseudo-sequence HLA-A29:02. The peptide sequence is LCANEYTGNY.